From a dataset of Catalyst prediction with 721,799 reactions and 888 catalyst types from USPTO. Predict which catalyst facilitates the given reaction. (1) Reactant: [Cl-].O[NH3+:3].[C:4](=[O:7])([O-])[OH:5].[Na+].[CH2:9]([N:11]1[CH2:16][CH2:15][CH:14]([N:17]2[C:22](=[O:23])[C:21]([CH2:24][C:25]3[CH:30]=[CH:29][C:28]([C:31]4[C:32]([C:37]#[N:38])=[CH:33][CH:34]=[CH:35][CH:36]=4)=[CH:27][CH:26]=3)=[C:20]([CH2:39][CH2:40][CH3:41])[N:19]3[N:42]=[CH:43][N:44]=[C:18]23)[CH2:13][CH2:12]1)[CH3:10]. Product: [CH2:9]([N:11]1[CH2:12][CH2:13][CH:14]([N:17]2[C:22](=[O:23])[C:21]([CH2:24][C:25]3[CH:30]=[CH:29][C:28]([C:31]4[CH:36]=[CH:35][CH:34]=[CH:33][C:32]=4[C:37]4[NH:3][C:4](=[O:7])[O:5][N:38]=4)=[CH:27][CH:26]=3)=[C:20]([CH2:39][CH2:40][CH3:41])[N:19]3[N:42]=[CH:43][N:44]=[C:18]23)[CH2:15][CH2:16]1)[CH3:10]. The catalyst class is: 148. (2) Reactant: Cl[C:2]([O:4][CH:5]([CH3:7])[CH3:6])=[O:3].[CH3:8][O:9][C:10](=[O:19])[C:11]1[C:16]([CH3:17])=[CH:15][CH:14]=[CH:13][C:12]=1[NH2:18].N1C=CC=CC=1.Cl. Product: [CH3:8][O:9][C:10](=[O:19])[C:11]1[C:16]([CH3:17])=[CH:15][CH:14]=[CH:13][C:12]=1[NH:18][C:2]([O:4][CH:5]([CH3:7])[CH3:6])=[O:3]. The catalyst class is: 4. (3) Reactant: S(Cl)(Cl)=O.[C:5]([O:8][CH2:9][C:10]1[CH:18]=[CH:17][C:13]([C:14]([OH:16])=O)=[CH:12][CH:11]=1)(=[O:7])[CH3:6].CCN(C(C)C)C(C)C.[C:28]([O:32][C:33](=[O:65])[N:34]([CH3:64])[C@H:35]([C:37](=[O:63])[NH:38][C@@H:39]1[C:45](=[O:46])[N:44]([CH2:47][C:48]2[C:57]3[C:52](=[CH:53][CH:54]=[CH:55][CH:56]=3)[CH:51]=[CH:50][C:49]=2[CH3:58])[C:43]2[CH:59]=[CH:60][CH:61]=[CH:62][C:42]=2[NH:41][CH2:40]1)[CH3:36])([CH3:31])([CH3:30])[CH3:29]. Product: [C:28]([O:32][C:33]([N:34]([CH3:64])[C@@H:35]([CH3:36])[C:37]([NH:38][C@H:39]1[CH2:40][N:41]([C:14]([C:13]2[CH:12]=[CH:11][C:10]([CH2:9][O:8][C:5](=[O:7])[CH3:6])=[CH:18][CH:17]=2)=[O:16])[C:42]2[CH:62]=[CH:61][CH:60]=[CH:59][C:43]=2[N:44]([CH2:47][C:48]2[C:57]3[C:52](=[CH:53][CH:54]=[CH:55][CH:56]=3)[CH:51]=[CH:50][C:49]=2[CH3:58])[C:45]1=[O:46])=[O:63])=[O:65])([CH3:31])([CH3:30])[CH3:29]. The catalyst class is: 2. (4) Reactant: [OH:1][C:2]1[CH:7]=[CH:6][C:5]([Br:8])=[CH:4][C:3]=1[CH3:9].N1C=CN=C1.[Si:15](Cl)([C:18]([CH3:21])([CH3:20])[CH3:19])([CH3:17])[CH3:16]. Product: [Si:15]([O:1][C:2]1[CH:7]=[CH:6][C:5]([Br:8])=[CH:4][C:3]=1[CH3:9])([C:18]([CH3:21])([CH3:20])[CH3:19])([CH3:17])[CH3:16]. The catalyst class is: 3.